Task: Predict which catalyst facilitates the given reaction.. Dataset: Catalyst prediction with 721,799 reactions and 888 catalyst types from USPTO (1) Reactant: [CH3:1][Si]([N-][Si](C)(C)C)(C)C.[Li+].[CH:11]([C:13]1[CH:18]=[CH:17][C:16]([C:19]2[CH:24]=[CH:23][C:22]([C:25]([O:27][CH3:28])=[O:26])=[CH:21][CH:20]=2)=[C:15]([O:29][CH3:30])[CH:14]=1)=O. Product: [CH3:30][O:29][C:15]1[CH:14]=[C:13]([CH:11]=[CH2:1])[CH:18]=[CH:17][C:16]=1[C:19]1[CH:24]=[CH:23][C:22]([C:25]([O:27][CH3:28])=[O:26])=[CH:21][CH:20]=1. The catalyst class is: 307. (2) The catalyst class is: 32. Reactant: [C:1]([CH2:3][C:4]([NH:6][C:7]1[CH:12]=[C:11]([O:13][CH3:14])[C:10]([Cl:15])=[CH:9][C:8]=1[Cl:16])=[O:5])#[N:2].[NH2:17][C:18]1[CH:22]=[CH:21][S:20][CH:19]=1.[CH2:23](OC(OCC)OCC)C. Product: [C:1]([C:3](=[CH:23][NH:17][C:18]1[CH:22]=[CH:21][S:20][CH:19]=1)[C:4]([NH:6][C:7]1[CH:12]=[C:11]([O:13][CH3:14])[C:10]([Cl:15])=[CH:9][C:8]=1[Cl:16])=[O:5])#[N:2]. (3) Reactant: [OH:1][C:2]1[CH:9]=[CH:8][C:5]([CH:6]=[O:7])=[C:4]([O:10][CH3:11])[CH:3]=1.[Cl:12][C:13]1[CH:14]=[C:15]([CH:18]=[CH:19][C:20]=1[Cl:21])[CH2:16]O.C1(P(C2C=CC=CC=2)C2C=CC=CC=2)C=CC=CC=1.C1(C)C=CC=CC=1.N(C(OCC)=O)=NC(OCC)=O. Product: [Cl:12][C:13]1[CH:14]=[C:15]([CH:18]=[CH:19][C:20]=1[Cl:21])[CH2:16][O:1][C:2]1[CH:9]=[CH:8][C:5]([CH:6]=[O:7])=[C:4]([O:10][CH3:11])[CH:3]=1. The catalyst class is: 7. (4) Reactant: [C:1]1([CH:7]([C:17]2[CH:22]=[CH:21][CH:20]=[CH:19][CH:18]=2)[O:8][CH2:9][CH2:10][CH:11]2[CH2:16][CH2:15][NH:14][CH2:13][CH2:12]2)[CH:6]=[CH:5][CH:4]=[CH:3][CH:2]=1.[I:23][C:24]1[CH:31]=[CH:30][C:27]([CH2:28]Br)=[CH:26][CH:25]=1.C([O-])([O-])=O.[K+].[K+].C([O-])(=O)C([O-])=O. Product: [C:1]1([CH:7]([C:17]2[CH:22]=[CH:21][CH:20]=[CH:19][CH:18]=2)[O:8][CH2:9][CH2:10][CH:11]2[CH2:16][CH2:15][N:14]([CH2:28][C:27]3[CH:30]=[CH:31][C:24]([I:23])=[CH:25][CH:26]=3)[CH2:13][CH2:12]2)[CH:2]=[CH:3][CH:4]=[CH:5][CH:6]=1. The catalyst class is: 14. (5) Reactant: [CH2:1]([N:8]1[C:13](=[O:14])[C:12]2[N:15]([CH2:20][C:21]3[CH:26]=[CH:25][CH:24]=[CH:23][CH:22]=3)[CH:16]=[C:17]([C:18]#[N:19])[C:11]=2[NH:10][C:9]1=[O:27])[C:2]1[CH:7]=[CH:6][CH:5]=[CH:4][CH:3]=1.[C:28](=O)([O-])[O-].[K+].[K+].CI. Product: [CH2:1]([N:8]1[C:13](=[O:14])[C:12]2[N:15]([CH2:20][C:21]3[CH:26]=[CH:25][CH:24]=[CH:23][CH:22]=3)[CH:16]=[C:17]([C:18]#[N:19])[C:11]=2[N:10]([CH3:28])[C:9]1=[O:27])[C:2]1[CH:7]=[CH:6][CH:5]=[CH:4][CH:3]=1. The catalyst class is: 58.